Dataset: Forward reaction prediction with 1.9M reactions from USPTO patents (1976-2016). Task: Predict the product of the given reaction. Given the reactants Cl.Cl.Cl.[S:4]1[C:8]2[CH:9]=[C:10]([NH:13][C:14]3[CH:19]=[CH:18][N:17]=[C:16]4[NH:20][C:21]([C:23]5[CH2:24][CH2:25][NH:26][CH2:27][CH:28]=5)=[CH:22][C:15]=34)[CH:11]=[CH:12][C:7]=2[N:6]=[CH:5]1.C(N(CC)C(C)C)(C)C.Cl.[CH3:39][N:40]1[CH2:45][CH2:44][N:43]([C:46](Cl)=[O:47])[CH2:42][CH2:41]1, predict the reaction product. The product is: [S:4]1[C:8]2[CH:9]=[C:10]([NH:13][C:14]3[CH:19]=[CH:18][N:17]=[C:16]4[NH:20][C:21]([C:23]5[CH2:24][CH2:25][N:26]([C:46]([N:43]6[CH2:44][CH2:45][N:40]([CH3:39])[CH2:41][CH2:42]6)=[O:47])[CH2:27][CH:28]=5)=[CH:22][C:15]=34)[CH:11]=[CH:12][C:7]=2[N:6]=[CH:5]1.